Dataset: NCI-60 drug combinations with 297,098 pairs across 59 cell lines. Task: Regression. Given two drug SMILES strings and cell line genomic features, predict the synergy score measuring deviation from expected non-interaction effect. (1) Drug 1: C1CCN(CC1)CCOC2=CC=C(C=C2)C(=O)C3=C(SC4=C3C=CC(=C4)O)C5=CC=C(C=C5)O. Drug 2: COC1=NC(=NC2=C1N=CN2C3C(C(C(O3)CO)O)O)N. Cell line: HL-60(TB). Synergy scores: CSS=-4.38, Synergy_ZIP=10.7, Synergy_Bliss=3.03, Synergy_Loewe=-3.93, Synergy_HSA=-3.75. (2) Drug 1: C(CN)CNCCSP(=O)(O)O. Drug 2: CC1C(C(CC(O1)OC2CC(CC3=C2C(=C4C(=C3O)C(=O)C5=CC=CC=C5C4=O)O)(C(=O)C)O)N)O. Cell line: SK-MEL-28. Synergy scores: CSS=53.0, Synergy_ZIP=-1.22, Synergy_Bliss=0.0356, Synergy_Loewe=-16.1, Synergy_HSA=0.964. (3) Drug 1: C#CCC(CC1=CN=C2C(=N1)C(=NC(=N2)N)N)C3=CC=C(C=C3)C(=O)NC(CCC(=O)O)C(=O)O. Drug 2: CN(CCCl)CCCl.Cl. Cell line: SF-539. Synergy scores: CSS=34.8, Synergy_ZIP=-14.5, Synergy_Bliss=-11.5, Synergy_Loewe=-7.33, Synergy_HSA=-5.73. (4) Drug 1: CCC1(CC2CC(C3=C(CCN(C2)C1)C4=CC=CC=C4N3)(C5=C(C=C6C(=C5)C78CCN9C7C(C=CC9)(C(C(C8N6C)(C(=O)OC)O)OC(=O)C)CC)OC)C(=O)OC)O.OS(=O)(=O)O. Cell line: COLO 205. Synergy scores: CSS=2.37, Synergy_ZIP=0.0941, Synergy_Bliss=2.14, Synergy_Loewe=-4.69, Synergy_HSA=-4.18. Drug 2: C(CC(=O)O)C(=O)CN.Cl. (5) Drug 1: COC1=C(C=C2C(=C1)N=CN=C2NC3=CC(=C(C=C3)F)Cl)OCCCN4CCOCC4. Drug 2: CCC1(CC2CC(C3=C(CCN(C2)C1)C4=CC=CC=C4N3)(C5=C(C=C6C(=C5)C78CCN9C7C(C=CC9)(C(C(C8N6C)(C(=O)OC)O)OC(=O)C)CC)OC)C(=O)OC)O.OS(=O)(=O)O. Cell line: OVCAR3. Synergy scores: CSS=75.8, Synergy_ZIP=-5.69, Synergy_Bliss=-3.05, Synergy_Loewe=0.160, Synergy_HSA=1.78.